Dataset: Catalyst prediction with 721,799 reactions and 888 catalyst types from USPTO. Task: Predict which catalyst facilitates the given reaction. (1) Reactant: [CH3:1][C:2]([C:5]1[CH:9]=[C:8]([C:10]([O:12]CC)=[O:11])[N:7]([CH2:15][CH3:16])[N:6]=1)([CH3:4])[CH3:3].[OH-].[Na+]. Product: [CH3:4][C:2]([C:5]1[CH:9]=[C:8]([C:10]([OH:12])=[O:11])[N:7]([CH2:15][CH3:16])[N:6]=1)([CH3:1])[CH3:3]. The catalyst class is: 8. (2) Reactant: [NH2:1][C:2]1[CH:3]=[CH:4][C:5]([CH3:21])=[C:6]([N:8]2[CH:13]=[CH:12][C:11]([C:14]3[CH:15]=[N:16][CH:17]=[CH:18][CH:19]=3)=[N:10][CH:9]2[NH2:20])[CH:7]=1.Cl.[CH3:23][N:24]1[CH2:29][CH2:28][N:27]([C@@H:30]2[C:38]3[C:33](=[CH:34][C:35]([C:39](Cl)=[O:40])=[CH:36][CH:37]=3)[CH2:32][CH2:31]2)[CH2:26][CH2:25]1.[OH-].[Na+].C(Cl)Cl. The catalyst class is: 17. Product: [CH3:23][N:24]1[CH2:25][CH2:26][N:27]([C@@H:30]2[C:38]3[C:33](=[CH:34][C:35]([C:39]([NH:1][C:2]4[CH:3]=[CH:4][C:5]([CH3:21])=[C:6]([NH:8][C:9]5[N:10]=[C:11]([C:14]6[CH:15]=[N:16][CH:17]=[CH:18][CH:19]=6)[CH:12]=[CH:13][N:20]=5)[CH:7]=4)=[O:40])=[CH:36][CH:37]=3)[CH2:32][CH2:31]2)[CH2:28][CH2:29]1. (3) Reactant: [CH2:1]([C:5]1[N:6]([C:17]2[CH:22]=[CH:21][C:20]([O:23][C:24]3[CH:29]=[CH:28][C:27]([Cl:30])=[CH:26][CH:25]=3)=[CH:19][CH:18]=2)[CH:7]=[C:8]([C:10]2[CH:15]=[CH:14][C:13]([OH:16])=[CH:12][CH:11]=2)[N:9]=1)[CH2:2][CH2:3][CH3:4].C([O-])([O-])=O.[Cs+].[Cs+].CC1C=CC(S(O[CH2:48][C@H:49]2[O:51][CH2:50]2)(=O)=O)=CC=1.C1(O)C=CC=CC=1. Product: [CH2:1]([C:5]1[N:6]([C:17]2[CH:22]=[CH:21][C:20]([O:23][C:24]3[CH:25]=[CH:26][C:27]([Cl:30])=[CH:28][CH:29]=3)=[CH:19][CH:18]=2)[CH:7]=[C:8]([C:10]2[CH:11]=[CH:12][C:13]([O:16][CH2:48][C@@H:49]3[CH2:50][O:51]3)=[CH:14][CH:15]=2)[N:9]=1)[CH2:2][CH2:3][CH3:4]. The catalyst class is: 3. (4) Reactant: Cl[CH2:2][CH2:3][CH2:4][NH:5][C:6]([NH:8][C:9]1[CH:17]=[CH:16][CH:15]=[C:14]2[C:10]=1[CH:11]=[N:12][N:13]2[C:18]1[CH:23]=[CH:22][CH:21]=[CH:20][C:19]=1[F:24])=[O:7].[H-].[Na+]. Product: [F:24][C:19]1[CH:20]=[CH:21][CH:22]=[CH:23][C:18]=1[N:13]1[C:14]2[C:10](=[C:9]([N:8]3[CH2:2][CH2:3][CH2:4][NH:5][C:6]3=[O:7])[CH:17]=[CH:16][CH:15]=2)[CH:11]=[N:12]1. The catalyst class is: 7. (5) Reactant: [O:1]=[C:2]1[C:6]2([CH2:11][CH2:10][N:9]([C:12]([O:14][C:15]([CH3:18])([CH3:17])[CH3:16])=[O:13])[CH2:8][CH2:7]2)[CH2:5][CH2:4][NH:3]1.Br[C:20]1[CH2:24][O:23][C:22](=[O:25])[CH:21]=1.CC1(C)C2C(=C(P(C3C=CC=CC=3)C3C=CC=CC=3)C=CC=2)OC2C(P(C3C=CC=CC=3)C3C=CC=CC=3)=CC=CC1=2.O.C(=O)([O-])[O-].[K+].[K+]. Product: [O:1]=[C:2]1[C:6]2([CH2:11][CH2:10][N:9]([C:12]([O:14][C:15]([CH3:18])([CH3:17])[CH3:16])=[O:13])[CH2:8][CH2:7]2)[CH2:5][CH2:4][N:3]1[C:20]1[CH2:24][O:23][C:22](=[O:25])[CH:21]=1. The catalyst class is: 164.